This data is from Full USPTO retrosynthesis dataset with 1.9M reactions from patents (1976-2016). The task is: Predict the reactants needed to synthesize the given product. (1) Given the product [ClH:25].[C:1]([O:8][CH3:9])(=[O:7])/[CH:2]=[CH:3]/[C:4]([O:6][CH2:24][C:23](=[O:26])[N:20]1[CH2:19][CH2:18][NH:17][CH2:22][CH2:21]1)=[O:5], predict the reactants needed to synthesize it. The reactants are: [C:1]([O:8][CH3:9])(=[O:7])/[CH:2]=[CH:3]/[C:4]([OH:6])=[O:5].C(OC([N:17]1[CH2:22][CH2:21][N:20]([C:23](=[O:26])[CH2:24][Cl:25])[CH2:19][CH2:18]1)=O)(C)(C)C.Cl. (2) Given the product [C:1]([N:4]1[C:13]2[C:8](=[CH:9][C:10]([C:14]3[CH:22]=[CH:21][C:17]([C:18]([NH:68][CH2:67][CH2:66][N:65]([CH3:69])[CH3:64])=[O:19])=[CH:16][CH:15]=3)=[CH:11][CH:12]=2)[C@H:7]([NH:23][C:24]2[CH:25]=[CH:26][CH:27]=[CH:28][CH:29]=2)[CH2:6][C@@H:5]1[CH3:30])(=[O:3])[CH3:2], predict the reactants needed to synthesize it. The reactants are: [C:1]([N:4]1[C:13]2[C:8](=[CH:9][C:10]([C:14]3[CH:22]=[CH:21][C:17]([C:18](O)=[O:19])=[CH:16][CH:15]=3)=[CH:11][CH:12]=2)[C@H:7]([NH:23][C:24]2[CH:29]=[CH:28][CH:27]=[CH:26][CH:25]=2)[CH2:6][C@@H:5]1[CH3:30])(=[O:3])[CH3:2].CN(C(ON1N=NC2C=CC=NC1=2)=[N+](C)C)C.F[P-](F)(F)(F)(F)F.CCN(C(C)C)C(C)C.[CH3:64][N:65]([CH3:69])[CH2:66][CH2:67][NH2:68]. (3) Given the product [NH2:17][C@H:18]([C:24](=[O:25])[N:26]1[CH2:30][C:29]([F:31])([F:32])[C:28]([F:33])([F:34])[CH2:27]1)[CH2:19][CH2:20][CH2:21][CH2:22][NH:23][C:9]([NH:8][CH2:1][C:2]1[CH:7]=[CH:6][CH:5]=[CH:4][CH:3]=1)=[O:10], predict the reactants needed to synthesize it. The reactants are: [CH2:1]([N:8]=[C:9]=[O:10])[C:2]1[CH:7]=[CH:6][CH:5]=[CH:4][CH:3]=1.C(OC(=O)[NH:17][C@H:18]([C:24]([N:26]1[CH2:30][C:29]([F:32])([F:31])[C:28]([F:34])([F:33])[CH2:27]1)=[O:25])[CH2:19][CH2:20][CH2:21][CH2:22][NH2:23])(C)(C)C.CN1CCOCC1.Cl.